This data is from Full USPTO retrosynthesis dataset with 1.9M reactions from patents (1976-2016). The task is: Predict the reactants needed to synthesize the given product. (1) Given the product [Cl:1][C:2]1[CH:9]=[CH:8][CH:7]=[CH:6][C:3]=1/[CH:4]=[N:11]/[OH:12], predict the reactants needed to synthesize it. The reactants are: [Cl:1][C:2]1[CH:9]=[CH:8][CH:7]=[CH:6][C:3]=1[CH:4]=O.Cl.[NH2:11][OH:12].[OH-].[Na+].Cl. (2) Given the product [CH:22]1([N:17]2[CH2:18][CH2:19][C:20]3=[CH:21][N:12]([C:9]4[CH:10]=[CH:11][C:6]([N:1]5[CH2:2][CH2:3][CH2:4][CH2:5]5)=[CH:7][CH:8]=4)[N:13]=[C:14]3[CH2:15][CH2:16]2)[CH2:25][CH2:24][CH2:23]1, predict the reactants needed to synthesize it. The reactants are: [N:1]1([C:6]2[CH:11]=[CH:10][C:9]([N:12]3[CH:21]=[C:20]4[C:14]([CH2:15][CH2:16][NH:17][CH2:18][CH2:19]4)=[N:13]3)=[CH:8][CH:7]=2)[CH2:5][CH2:4][CH2:3][CH2:2]1.[C:22]1(=O)[CH2:25][CH2:24][CH2:23]1.C(O[BH-](OC(=O)C)OC(=O)C)(=O)C.[Na+].